From a dataset of Full USPTO retrosynthesis dataset with 1.9M reactions from patents (1976-2016). Predict the reactants needed to synthesize the given product. (1) Given the product [CH3:19][C:20]1[CH:25]=[CH:24][N:23]2[CH:2]=[C:3]([CH2:4][C@@H:5]3[CH2:10][CH2:9][CH2:8][CH2:7][N:6]3[C:11]([O:13][C:14]([CH3:17])([CH3:16])[CH3:15])=[O:12])[N:26]=[C:22]2[N:21]=1, predict the reactants needed to synthesize it. The reactants are: Br[CH2:2][C:3](=O)[CH2:4][C@@H:5]1[CH2:10][CH2:9][CH2:8][CH2:7][N:6]1[C:11]([O:13][C:14]([CH3:17])([CH3:16])[CH3:15])=[O:12].[CH3:19][C:20]1[CH:25]=[CH:24][N:23]=[C:22]([NH2:26])[N:21]=1. (2) The reactants are: [CH3:1][O:2][C:3]1[C:8]2[N:9]=[C:10]([NH:12][C:13](=[O:24])[C:14]3[CH:19]=[CH:18][C:17]([CH2:20][NH:21][CH2:22][CH3:23])=[CH:16][CH:15]=3)[S:11][C:7]=2[C:6]([N:25]2[CH2:30][CH2:29][O:28][CH2:27][CH2:26]2)=[CH:5][CH:4]=1.[CH3:31][O:32][CH2:33][C:34](Cl)=[O:35]. Given the product [CH2:22]([N:21]([CH2:20][C:17]1[CH:18]=[CH:19][C:14]([C:13]([NH:12][C:10]2[S:11][C:7]3[C:6]([N:25]4[CH2:26][CH2:27][O:28][CH2:29][CH2:30]4)=[CH:5][CH:4]=[C:3]([O:2][CH3:1])[C:8]=3[N:9]=2)=[O:24])=[CH:15][CH:16]=1)[C:34](=[O:35])[CH2:33][O:32][CH3:31])[CH3:23], predict the reactants needed to synthesize it. (3) Given the product [S:20]1[CH:24]=[C:23]([C:25]2([OH:29])[CH2:28][N:27]([S:2]([NH2:5])(=[O:4])=[O:3])[CH2:26]2)[C:22]2[CH:30]=[CH:31][CH:32]=[CH:33][C:21]1=2, predict the reactants needed to synthesize it. The reactants are: Cl[S:2]([N:5]=C=O)(=[O:4])=[O:3].C(O)(C)(C)C.N1C=CC=CC=1.Cl.[S:20]1[CH:24]=[C:23]([C:25]2([OH:29])[CH2:28][NH:27][CH2:26]2)[C:22]2[CH:30]=[CH:31][CH:32]=[CH:33][C:21]1=2.C(N(CC)CC)C. (4) The reactants are: [CH3:1][S:2][C:3]1[N:8]=[C:7]([NH:9][CH2:10][C:11]2[CH:16]=[CH:15][C:14]([O:17][CH3:18])=[C:13]([Cl:19])[CH:12]=2)[C:6]([C:20]([OH:22])=O)=[CH:5][N:4]=1.[N:23]1[CH:28]=[CH:27][CH:26]=[CH:25][C:24]=1[CH2:29][NH2:30].ON1C2C=CC=CC=2N=N1.Cl.ClCCCl. Given the product [CH3:1][S:2][C:3]1[N:8]=[C:7]([NH:9][CH2:10][C:11]2[CH:16]=[CH:15][C:14]([O:17][CH3:18])=[C:13]([Cl:19])[CH:12]=2)[C:6]([C:20](=[O:22])[NH:30][CH2:29][C:24]2[CH:25]=[CH:26][CH:27]=[CH:28][N:23]=2)=[CH:5][N:4]=1, predict the reactants needed to synthesize it. (5) Given the product [Cl:5][Si:2]([CH3:3])([CH3:4])[CH:8]1[C:9]2[C:14](=[C:13]([C:16]3[CH:21]=[CH:20][CH:19]=[CH:18][CH:17]=3)[CH:12]=[CH:11][CH:10]=2)[CH:15]=[C:7]1[CH3:6], predict the reactants needed to synthesize it. The reactants are: Cl[Si:2]([Cl:5])([CH3:4])[CH3:3].[CH3:6][C:7]1[CH-:8][C:9]2[C:14]([CH:15]=1)=[C:13]([C:16]1[CH:21]=[CH:20][CH:19]=[CH:18][CH:17]=1)[CH:12]=[CH:11][CH:10]=2.[Li+].